Task: Regression/Classification. Given a drug SMILES string, predict its absorption, distribution, metabolism, or excretion properties. Task type varies by dataset: regression for continuous measurements (e.g., permeability, clearance, half-life) or binary classification for categorical outcomes (e.g., BBB penetration, CYP inhibition). Dataset: cyp2d6_veith.. Dataset: CYP2D6 inhibition data for predicting drug metabolism from PubChem BioAssay (1) The compound is CC1(C)CC(NC(=O)c2ccc3c(c2)OCO3)CC(C)(C)N1. The result is 0 (non-inhibitor). (2) The molecule is CN(CCOc1ccc(C[C@H](Nc2ccccc2C(=O)c2ccccc2)C(=O)O)cc1)c1ccccn1. The result is 1 (inhibitor). (3) The result is 0 (non-inhibitor). The drug is Cc1cccc(C)c1NC(=O)Nc1ccc(S(N)(=O)=O)cc1. (4) The drug is CCCOc1ccc(C(=O)CCNc2ccc(C)c(Cl)c2)cc1. The result is 0 (non-inhibitor). (5) The drug is COCCCn1c(SCc2nnc(-c3ccccc3)o2)nc2sc3c(c2c1=O)CCC3. The result is 0 (non-inhibitor). (6) The molecule is COc1ccc(-c2cc(C(=O)NCc3cccnc3)no2)cc1OC. The result is 0 (non-inhibitor). (7) The drug is CN1CCN(CCCN)CC1. The result is 0 (non-inhibitor).